Dataset: Full USPTO retrosynthesis dataset with 1.9M reactions from patents (1976-2016). Task: Predict the reactants needed to synthesize the given product. (1) Given the product [C:2]([C:7]1[O:11][C:10]([CH2:12][N:13]2[CH:17]=[C:16]([NH:18][C:32]([C:28]3[N:29]=[CH:30][O:31][C:27]=3[C:23]3[CH:24]=[CH:25][CH:26]=[C:21]([C:19]#[N:20])[CH:22]=3)=[O:33])[CH:15]=[N:14]2)=[CH:9][CH:8]=1)(=[O:6])[CH3:1], predict the reactants needed to synthesize it. The reactants are: [CH3:1][C:2]1([C:7]2[O:11][C:10]([CH2:12][N:13]3[CH:17]=[C:16]([NH2:18])[CH:15]=[N:14]3)=[CH:9][CH:8]=2)[O:6]CCO1.[C:19]([C:21]1[CH:22]=[C:23]([C:27]2[O:31][CH:30]=[N:29][C:28]=2[C:32](O)=[O:33])[CH:24]=[CH:25][CH:26]=1)#[N:20]. (2) Given the product [F:98][C:85]1[C:84]([NH:28][C:38]2[CH:43]=[CH:42][C:41]([CH2:44][C:10]3[C:4]4[C:5](=[N:6][CH:7]=[CH:2][CH:3]=4)[NH:8][CH:9]=3)=[CH:40][N:39]=2)=[C:89]([F:90])[C:88]([CH3:49])=[CH:87][C:86]=1[NH:91][S:92]([CH2:95][CH2:96][CH3:97])(=[O:93])=[O:94], predict the reactants needed to synthesize it. The reactants are: Cl[C:2]1[CH:3]=[C:4]2[C:10](I)=[CH:9][N:8]([Si](C(C)C)(C(C)C)C(C)C)[C:5]2=[N:6][CH:7]=1.C(OC(=O)[N:28]([C:38]1[CH:43]=[CH:42][C:41]([CH:44]=O)=[C:40](F)[N:39]=1)CC1C=NC(OC)=CC=1)(C)(C)C.I[C:49]1C2C(=NC=CC=2)N([Si](C(C)C)(C(C)C)C(C)C)C=1.C(OC(=O)N(C[C:84]1[C:89]([F:90])=[CH:88][CH:87]=[C:86]([NH:91][S:92]([CH2:95][CH2:96][CH3:97])(=[O:94])=[O:93])[C:85]=1[F:98])C1C=CC(C=O)=CN=1)(C)(C)C. (3) Given the product [CH3:1][CH:2]([CH2:26][CH:27]([CH3:29])[CH3:28])[C:3]([C:5]1[C:6](=[O:25])[NH:7][C:8]([O:14][CH3:15])=[C:9]([O:12][CH3:13])[C:10]=1[OH:11])=[O:4], predict the reactants needed to synthesize it. The reactants are: [CH3:1][CH:2]([CH2:26][C:27]([CH3:29])=[CH2:28])[C:3]([C:5]1[C:6](=[O:25])[N:7](CC2C=CC(OC)=CC=2)[C:8]([O:14][CH3:15])=[C:9]([O:12][CH3:13])[C:10]=1[OH:11])=[O:4].